The task is: Predict the reactants needed to synthesize the given product.. This data is from Full USPTO retrosynthesis dataset with 1.9M reactions from patents (1976-2016). (1) Given the product [CH2:1]([O:8][C:9]1[CH:38]=[CH:37][C:12]([O:13][C:14]2[CH:22]=[CH:21][C:17]([C:18]([NH:47][C:43]3[CH:44]=[CH:45][CH:46]=[C:41]([O:40][CH3:39])[CH:42]=3)=[O:19])=[CH:16][C:15]=2[NH:23][C:24]2[C:25]3[CH:33]=[CH:32][C:31]([CH:34]([CH3:36])[CH3:35])=[N:30][C:26]=3[N:27]=[CH:28][N:29]=2)=[CH:11][CH:10]=1)[C:2]1[CH:7]=[CH:6][CH:5]=[CH:4][CH:3]=1, predict the reactants needed to synthesize it. The reactants are: [CH2:1]([O:8][C:9]1[CH:38]=[CH:37][C:12]([O:13][C:14]2[CH:22]=[CH:21][C:17]([C:18](Cl)=[O:19])=[CH:16][C:15]=2[NH:23][C:24]2[C:25]3[CH:33]=[CH:32][C:31]([CH:34]([CH3:36])[CH3:35])=[N:30][C:26]=3[N:27]=[CH:28][N:29]=2)=[CH:11][CH:10]=1)[C:2]1[CH:7]=[CH:6][CH:5]=[CH:4][CH:3]=1.[CH3:39][O:40][C:41]1[CH:42]=[C:43]([NH2:47])[CH:44]=[CH:45][CH:46]=1. (2) Given the product [CH2:2]([N+:9]([O-:10])=[CH:11][C:13]1[CH:21]=[C:20]([O:22][CH3:23])[CH:19]=[C:18]([O:24][CH3:25])[C:14]=1[C:15]([OH:17])=[O:16])[C:3]1[CH:8]=[CH:7][CH:6]=[CH:5][CH:4]=1, predict the reactants needed to synthesize it. The reactants are: Cl.[CH2:2]([NH:9][OH:10])[C:3]1[CH:8]=[CH:7][CH:6]=[CH:5][CH:4]=1.[CH:11]([C:13]1[CH:21]=[C:20]([O:22][CH3:23])[CH:19]=[C:18]([O:24][CH3:25])[C:14]=1[C:15]([OH:17])=[O:16])=O. (3) Given the product [CH3:21][O:20][C:19]1[CH:18]=[C:17]2[C:5](=[CH:4][C:3]=1[O:2][CH3:1])[CH:6]=[N:7][C:8]([NH2:16])=[CH:9]2, predict the reactants needed to synthesize it. The reactants are: [CH3:1][O:2][C:3]1[CH:4]=[C:5]([CH:17]=[CH:18][C:19]=1[O:20][CH3:21])[CH2:6][NH:7][C:8](=[NH:16])[CH:9](OCC)OCC.S(=O)(=O)(O)O.[OH-].[Na+]. (4) Given the product [CH2:1]([O:3][C:4]1[CH:9]=[CH:8][CH:7]=[CH:6][C:5]=1[O:10][CH:18]([C:13]1[CH:14]=[CH:15][CH:16]=[CH:17][C:12]=1[F:11])[CH2:19][CH2:20][CH2:21][CH2:22][CH2:23][N:24]1[CH2:25][CH2:26][CH:27]([C:30]2[CH:31]=[C:32]([NH:36][C:37](=[O:41])[CH:38]([CH3:40])[CH3:39])[CH:33]=[CH:34][CH:35]=2)[CH2:28][CH2:29]1)[CH3:2], predict the reactants needed to synthesize it. The reactants are: [CH2:1]([O:3][C:4]1[CH:9]=[CH:8][CH:7]=[CH:6][C:5]=1[OH:10])[CH3:2].[F:11][C:12]1[CH:17]=[CH:16][CH:15]=[CH:14][C:13]=1[CH:18](O)[CH2:19][CH2:20][CH2:21][CH2:22][CH2:23][N:24]1[CH2:29][CH2:28][CH:27]([C:30]2[CH:31]=[C:32]([NH:36][C:37](=[O:41])[CH:38]([CH3:40])[CH3:39])[CH:33]=[CH:34][CH:35]=2)[CH2:26][CH2:25]1.